From a dataset of Forward reaction prediction with 1.9M reactions from USPTO patents (1976-2016). Predict the product of the given reaction. Given the reactants Br[C:2]1[CH:3]=[C:4]([CH:8]=[CH:9][CH:10]=1)[C:5]([NH2:7])=[O:6].[F:11][C:12]1[CH:13]=[C:14](B(O)O)[CH:15]=[CH:16][C:17]=1[CH:18]=[O:19].C([O-])([O-])=O.[K+].[K+].O, predict the reaction product. The product is: [F:11][C:12]1[CH:13]=[C:14]([C:2]2[CH:10]=[CH:9][CH:8]=[C:4]([C:5]([NH2:7])=[O:6])[CH:3]=2)[CH:15]=[CH:16][C:17]=1[CH:18]=[O:19].